From a dataset of Reaction yield outcomes from USPTO patents with 853,638 reactions. Predict the reaction yield, written as a fraction of the theoretical maximum amount of product (1.0 means a 100% yield; for example, 0.34 means a 34% yield). (1) The reactants are Br.[NH2:2][C:3]1[C:11]([OH:12])=[C:10]2[C:6]([CH2:7][CH2:8][C:9]2=[O:13])=[CH:5][CH:4]=1.[C:14]1([CH2:20][CH2:21][CH2:22][CH2:23][C:24](O)=[O:25])[CH:19]=[CH:18][CH:17]=[CH:16][CH:15]=1.P(C#N)(OCC)(OCC)=O.C(N(CC)CC)C. The catalyst is CN(C)C=O.C(OCC)C. The product is [OH:12][C:11]1[C:3]([NH:2][C:24](=[O:25])[CH2:23][CH2:22][CH2:21][CH2:20][C:14]2[CH:19]=[CH:18][CH:17]=[CH:16][CH:15]=2)=[CH:4][CH:5]=[C:6]2[C:10]=1[C:9](=[O:13])[CH2:8][CH2:7]2. The yield is 0.260. (2) The reactants are [NH:1]1[CH2:8][CH2:7][CH2:6][C@@H:2]1[C:3]([OH:5])=[O:4].[CH2:9]=O. The catalyst is O.[Pd]. The product is [CH3:9][N:1]1[CH2:8][CH2:7][CH2:6][C@@H:2]1[C:3]([OH:5])=[O:4]. The yield is 0.400.